Task: Predict the product of the given reaction.. Dataset: Forward reaction prediction with 1.9M reactions from USPTO patents (1976-2016) (1) Given the reactants N#N.[C:3]1([C:9]2[O:13][CH:12]=[N:11][C:10]=2[C:14]([OH:16])=O)[CH:8]=[CH:7][CH:6]=[CH:5][CH:4]=1.C1C=CC2N(O)N=NC=2C=1.C(Cl)CCl.[C:31]([Si:35]([CH3:52])([CH3:51])[O:36][CH:37]([C:39]1[O:40][C:41]([CH2:44][N:45]2[CH:49]=[CH:48][C:47]([NH2:50])=[N:46]2)=[CH:42][N:43]=1)[CH3:38])([CH3:34])([CH3:33])[CH3:32], predict the reaction product. The product is: [C:31]([Si:35]([CH3:52])([CH3:51])[O:36][CH:37]([C:39]1[O:40][C:41]([CH2:44][N:45]2[CH:49]=[CH:48][C:47]([NH:50][C:14]([C:10]3[N:11]=[CH:12][O:13][C:9]=3[C:3]3[CH:4]=[CH:5][CH:6]=[CH:7][CH:8]=3)=[O:16])=[N:46]2)=[CH:42][N:43]=1)[CH3:38])([CH3:34])([CH3:33])[CH3:32]. (2) Given the reactants [CH:1]([C:4]1[N:5]=[C:6]([N:14]2[CH2:17][CH:16]([NH:18][CH2:19][CH2:20][CH3:21])[CH2:15]2)[S:7][C:8]=1[C:9]([O:11][CH2:12][CH3:13])=[O:10])([CH3:3])[CH3:2].[Cl:22][C:23]1[N:24]=[C:25]([C:30](O)=[O:31])[NH:26][C:27]=1[CH2:28][CH3:29].CCN=C=NCCCN(C)C.Cl.ON1C2C=CC=CC=2N=N1.CN1CCOCC1, predict the reaction product. The product is: [Cl:22][C:23]1[N:24]=[C:25]([C:30]([N:18]([CH2:19][CH2:20][CH3:21])[CH:16]2[CH2:17][N:14]([C:6]3[S:7][C:8]([C:9]([O:11][CH2:12][CH3:13])=[O:10])=[C:4]([CH:1]([CH3:3])[CH3:2])[N:5]=3)[CH2:15]2)=[O:31])[NH:26][C:27]=1[CH2:28][CH3:29]. (3) Given the reactants [NH2:1][C:2]1[C:3]([C:22]#[N:23])=[C:4]([CH:19]=[CH:20][CH:21]=1)[O:5][CH2:6][C:7]([NH:10][C:11]([CH:13]1[CH2:18][CH2:17][CH2:16][CH2:15][CH2:14]1)=[O:12])([CH3:9])[CH3:8].O=[C:25]([CH3:32])[CH2:26][C:27]([O:29][CH2:30][CH3:31])=[O:28], predict the reaction product. The product is: [CH2:30]([O:29][C:27]([C:26]1[C:25]([CH3:32])=[N:1][C:2]2[C:3]([C:22]=1[NH2:23])=[C:4]([O:5][CH2:6][C:7]([NH:10][C:11]([CH:13]1[CH2:14][CH2:15][CH2:16][CH2:17][CH2:18]1)=[O:12])([CH3:8])[CH3:9])[CH:19]=[CH:20][CH:21]=2)=[O:28])[CH3:31]. (4) The product is: [F:13][C:9]1[C:8]([F:14])=[C:7]2[C:12]([C:3]([CH2:2][N:19]3[C:20]4[CH:26]=[CH:25][CH:24]=[CH:23][C:21]=4[N:22]=[C:18]3[CH2:16][CH3:17])=[CH:4][C:5](=[O:15])[NH:6]2)=[CH:11][CH:10]=1. Given the reactants Br[CH2:2][C:3]1[C:12]2[C:7](=[C:8]([F:14])[C:9]([F:13])=[CH:10][CH:11]=2)[NH:6][C:5](=[O:15])[CH:4]=1.[CH2:16]([C:18]1[NH:22][C:21]2[CH:23]=[CH:24][CH:25]=[CH:26][C:20]=2[N:19]=1)[CH3:17], predict the reaction product.